This data is from Forward reaction prediction with 1.9M reactions from USPTO patents (1976-2016). The task is: Predict the product of the given reaction. Given the reactants CN(C([O:8][N:9]1N=NC2C=CC=NC1=2)=[N+](C)C)C.F[P-](F)(F)(F)(F)F.[CH3:25][C:26]1[N:27]=[C:28]([C:45]2[CH:50]=[CH:49][C:48]([C:51]([F:54])([F:53])[F:52])=[CH:47][CH:46]=2)[S:29][C:30]=1[CH2:31][NH:32][C:33]1[CH:38]=[CH:37][C:36]([C@@H:39]2[CH2:41][C@H:40]2[C:42](O)=[O:43])=[CH:35][CH:34]=1.Cl.NO.C([O-])(O)=O.[Na+], predict the reaction product. The product is: [OH:8][NH:9][C:42]([C@@H:40]1[CH2:41][C@H:39]1[C:36]1[CH:35]=[CH:34][C:33]([NH:32][CH2:31][C:30]2[S:29][C:28]([C:45]3[CH:46]=[CH:47][C:48]([C:51]([F:53])([F:52])[F:54])=[CH:49][CH:50]=3)=[N:27][C:26]=2[CH3:25])=[CH:38][CH:37]=1)=[O:43].